Dataset: Full USPTO retrosynthesis dataset with 1.9M reactions from patents (1976-2016). Task: Predict the reactants needed to synthesize the given product. (1) Given the product [I:16][C:15]1[C:9]2[C:10](=[N:11][CH:12]=[C:7]([C:1]3[CH:2]=[CH:3][CH:4]=[CH:5][CH:6]=3)[CH:8]=2)[NH:13][CH:14]=1, predict the reactants needed to synthesize it. The reactants are: [C:1]1([C:7]2[CH:8]=[C:9]3[CH:15]=[CH:14][NH:13][C:10]3=[N:11][CH:12]=2)[CH:6]=[CH:5][CH:4]=[CH:3][CH:2]=1.[I:16]I.[OH-].[K+]. (2) The reactants are: [N:1]1[C:9]2[C:4](=[N:5][CH:6]=[CH:7][CH:8]=2)[N:3]([C:10]2[CH:15]=[CH:14][C:13]([CH2:16][C:17]([OH:19])=O)=[CH:12][CH:11]=2)[CH:2]=1.[I:20][C:21]1[CH:26]=[CH:25][C:24]([NH2:27])=[CH:23][C:22]=1[C:28]([F:31])([F:30])[F:29]. Given the product [N:1]1[C:9]2[C:4](=[N:5][CH:6]=[CH:7][CH:8]=2)[N:3]([C:10]2[CH:11]=[CH:12][C:13]([CH2:16][C:17]([NH:27][C:24]3[CH:25]=[CH:26][C:21]([I:20])=[C:22]([C:28]([F:31])([F:29])[F:30])[CH:23]=3)=[O:19])=[CH:14][CH:15]=2)[CH:2]=1, predict the reactants needed to synthesize it. (3) Given the product [CH3:27][O:26][C:12]1[C:11]([NH2:10])=[CH:16][C:15]([B:17]2[O:21][C:20]([CH3:23])([CH3:22])[C:19]([CH3:25])([CH3:24])[O:18]2)=[CH:14][N:13]=1, predict the reactants needed to synthesize it. The reactants are: C(OC(=O)[NH:10][C:11]1[C:12]([O:26][CH3:27])=[N:13][CH:14]=[C:15]([B:17]2[O:21][C:20]([CH3:23])([CH3:22])[C:19]([CH3:25])([CH3:24])[O:18]2)[CH:16]=1)C1C=CC=CC=1. (4) Given the product [CH2:41]([O:40][CH2:39][C@H:21]([NH:20][C:17](=[O:19])[CH2:16][N:13]1[CH2:12][CH2:11][N:10]([C:6]2[CH:7]=[CH:8][CH:9]=[C:4]([O:3][CH3:2])[CH:5]=2)[CH2:15][CH2:14]1)[C:22]([NH:24][C:25]1[CH:30]=[CH:29][C:28]([O:31][C:32]2[CH:37]=[CH:36][C:35]([F:38])=[CH:34][CH:33]=2)=[CH:27][CH:26]=1)=[O:23])[C:42]1[CH:47]=[CH:46][CH:45]=[CH:44][CH:43]=1, predict the reactants needed to synthesize it. The reactants are: Cl.[CH3:2][O:3][C:4]1[CH:5]=[C:6]([N:10]2[CH2:15][CH2:14][N:13]([CH2:16][C:17]([OH:19])=O)[CH2:12][CH2:11]2)[CH:7]=[CH:8][CH:9]=1.[NH2:20][C@@H:21]([CH2:39][O:40][CH2:41][C:42]1[CH:47]=[CH:46][CH:45]=[CH:44][CH:43]=1)[C:22]([NH:24][C:25]1[CH:30]=[CH:29][C:28]([O:31][C:32]2[CH:37]=[CH:36][C:35]([F:38])=[CH:34][CH:33]=2)=[CH:27][CH:26]=1)=[O:23]. (5) Given the product [C:9]([CH2:11][N:12]1[CH2:25][CH2:24][CH2:23][NH:22][CH2:21][CH2:20][N:19]([CH2:26][C:27]([OH:29])=[O:28])[CH2:18][CH2:17][CH2:16][N:15]([CH2:37][CH2:38][C:39]2[CH:40]=[CH:41][C:42]([NH2:45])=[CH:43][CH:44]=2)[CH2:14][CH2:13]1)([OH:10])=[O:8], predict the reactants needed to synthesize it. The reactants are: C([O:8][C:9]([CH2:11][N:12]1[CH2:25][CH2:24][CH2:23][NH:22][CH2:21][CH2:20][N:19]([CH2:26][C:27]([O:29]CC2C=CC=CC=2)=[O:28])[CH2:18][CH2:17][CH2:16][N:15]([CH2:37][CH2:38][C:39]2[CH:44]=[CH:43][C:42]([N+:45]([O-])=O)=[CH:41][CH:40]=2)[CH2:14][CH2:13]1)=[O:10])C1C=CC=CC=1.CCOCC. (6) Given the product [F:25][C:22]1[CH:21]=[CH:20][C:19]([C:18]2[O:26][C:14]([C@H:13]([NH:12][C:6]3[C:7]4[CH:11]=[CH:10][S:9][C:8]=4[C:3]([C:1]#[N:2])=[CH:4][CH:5]=3)[C@@H:27]([OH:29])[CH3:28])=[N:16][N:17]=2)=[CH:24][CH:23]=1, predict the reactants needed to synthesize it. The reactants are: [C:1]([C:3]1[C:8]2[S:9][CH:10]=[CH:11][C:7]=2[C:6]([NH:12][C@H:13]([C@@H:27]([OH:29])[CH3:28])[C:14]([NH:16][NH:17][C:18](=[O:26])[C:19]2[CH:24]=[CH:23][C:22]([F:25])=[CH:21][CH:20]=2)=O)=[CH:5][CH:4]=1)#[N:2].CCN(P1(N(C)CCCN1C)=NC(C)(C)C)CC.CO.